From a dataset of Forward reaction prediction with 1.9M reactions from USPTO patents (1976-2016). Predict the product of the given reaction. (1) Given the reactants Cl.[F:2][C:3]1([F:9])[CH2:8][CH2:7][NH:6][CH2:5][CH2:4]1.[C:10]([O:14][C:15](=[O:20])[NH:16][CH2:17][CH2:18]Br)([CH3:13])([CH3:12])[CH3:11].C(N(CC)C(C)C)(C)C, predict the reaction product. The product is: [F:2][C:3]1([F:9])[CH2:8][CH2:7][N:6]([CH2:18][CH2:17][NH:16][C:15](=[O:20])[O:14][C:10]([CH3:13])([CH3:12])[CH3:11])[CH2:5][CH2:4]1. (2) Given the reactants [O:1]1[CH:5]=[CH:4][CH:3]=[C:2]1[C:6]1[NH:14][C:13]([NH2:15])=[N:12][C:11]2[C:7]=1[N:8]=[CH:9][N:10]=2.O[CH2:17][CH2:18][C:19]1[CH:24]=[CH:23][CH:22]=[CH:21][N:20]=1.N(C(OC(C)(C)C)=O)=NC(OC(C)(C)C)=O, predict the reaction product. The product is: [O:1]1[CH:5]=[CH:4][CH:3]=[C:2]1[C:6]1[N:14]=[C:13]([NH2:15])[N:12]=[C:11]2[C:7]=1[N:8]=[CH:9][N:10]2[CH2:17][CH2:18][C:19]1[CH:24]=[CH:23][CH:22]=[CH:21][N:20]=1. (3) Given the reactants Cl[C:2]1[CH:3]=[C:4]([C:17]([OH:19])=[O:18])[C:5]2[CH:10]=[N:9][N:8]([CH:11]3[CH2:16][CH2:15][CH2:14][CH2:13][O:12]3)[C:6]=2[N:7]=1.[CH2:20]([O:27][C:28]1[CH:33]=[CH:32][C:31](B(O)O)=[C:30]([F:37])[CH:29]=1)[C:21]1[CH:26]=[CH:25][CH:24]=[CH:23][CH:22]=1.C(=O)([O-])[O-].[K+].[K+].O, predict the reaction product. The product is: [CH2:20]([O:27][C:28]1[CH:33]=[CH:32][C:31]([C:2]2[CH:3]=[C:4]([C:17]([OH:19])=[O:18])[C:5]3[CH:10]=[N:9][N:8]([CH:11]4[CH2:16][CH2:15][CH2:14][CH2:13][O:12]4)[C:6]=3[N:7]=2)=[C:30]([F:37])[CH:29]=1)[C:21]1[CH:22]=[CH:23][CH:24]=[CH:25][CH:26]=1. (4) Given the reactants C([O:4][CH2:5][C:6]1[CH:11]=[C:10]([CH2:12][CH3:13])[CH:9]=[C:8]([C:14]([F:17])([F:16])[F:15])[N:7]=1)(=O)C.[OH-].[Na+], predict the reaction product. The product is: [CH2:12]([C:10]1[CH:9]=[C:8]([C:14]([F:17])([F:15])[F:16])[N:7]=[C:6]([CH2:5][OH:4])[CH:11]=1)[CH3:13]. (5) Given the reactants [Br:1][C:2]1[CH:3]=[N:4][C:5]([O:8]N2C3=NC=CC=C3N=N2)=[N:6][CH:7]=1.[C:18]([C:21]1[CH:26]=[CH:25][C:24](B(O)O)=[CH:23][CH:22]=1)(=[O:20])[CH3:19].C([O-])([O-])=O.[Cs+].[Cs+], predict the reaction product. The product is: [Br:1][C:2]1[CH:7]=[N:6][C:5]([O:8][C:24]2[CH:25]=[CH:26][C:21]([C:18](=[O:20])[CH3:19])=[CH:22][CH:23]=2)=[N:4][CH:3]=1. (6) The product is: [ClH:23].[ClH:23].[Cl:23][C:24]1[C:33]([CH2:34][NH:1][CH2:2][CH:3]2[CH2:7][CH2:6][N:5]([CH2:8][CH:9]3[C:19]4=[C:20]5[C:15](=[CH:16][CH:17]=[C:18]4[F:21])[CH:14]=[CH:13][C:12](=[O:22])[N:11]5[CH2:10]3)[CH2:4]2)=[N:32][C:31]2[NH:30][C:29](=[O:36])[CH2:28][O:27][C:26]=2[CH:25]=1. Given the reactants [NH2:1][CH2:2][CH:3]1[CH2:7][CH2:6][N:5]([CH2:8][CH:9]2[C:19]3=[C:20]4[C:15](=[CH:16][CH:17]=[C:18]3[F:21])[CH:14]=[CH:13][C:12](=[O:22])[N:11]4[CH2:10]2)[CH2:4]1.[Cl:23][C:24]1[C:33]([CH:34]=O)=[N:32][C:31]2[NH:30][C:29](=[O:36])[CH2:28][O:27][C:26]=2[CH:25]=1, predict the reaction product.